This data is from NCI-60 drug combinations with 297,098 pairs across 59 cell lines. The task is: Regression. Given two drug SMILES strings and cell line genomic features, predict the synergy score measuring deviation from expected non-interaction effect. (1) Drug 1: C1CCC(CC1)NC(=O)N(CCCl)N=O. Drug 2: CC1C(C(CC(O1)OC2CC(CC3=C2C(=C4C(=C3O)C(=O)C5=CC=CC=C5C4=O)O)(C(=O)C)O)N)O. Cell line: OVCAR-5. Synergy scores: CSS=35.1, Synergy_ZIP=5.04, Synergy_Bliss=-2.25, Synergy_Loewe=-42.8, Synergy_HSA=0.162. (2) Drug 1: CCCS(=O)(=O)NC1=C(C(=C(C=C1)F)C(=O)C2=CNC3=C2C=C(C=N3)C4=CC=C(C=C4)Cl)F. Drug 2: CCCCC(=O)OCC(=O)C1(CC(C2=C(C1)C(=C3C(=C2O)C(=O)C4=C(C3=O)C=CC=C4OC)O)OC5CC(C(C(O5)C)O)NC(=O)C(F)(F)F)O. Cell line: NCI-H522. Synergy scores: CSS=3.28, Synergy_ZIP=0.107, Synergy_Bliss=2.03, Synergy_Loewe=-0.150, Synergy_HSA=1.03. (3) Drug 1: CC1=C(C=C(C=C1)NC2=NC=CC(=N2)N(C)C3=CC4=NN(C(=C4C=C3)C)C)S(=O)(=O)N.Cl. Drug 2: C1C(C(OC1N2C=NC3=C(N=C(N=C32)Cl)N)CO)O. Cell line: A498. Synergy scores: CSS=-4.11, Synergy_ZIP=0.728, Synergy_Bliss=-1.36, Synergy_Loewe=-6.61, Synergy_HSA=-4.77. (4) Synergy scores: CSS=28.1, Synergy_ZIP=0.861, Synergy_Bliss=-0.605, Synergy_Loewe=-1.24, Synergy_HSA=-0.587. Cell line: UO-31. Drug 2: C1=C(C(=O)NC(=O)N1)F. Drug 1: CNC(=O)C1=CC=CC=C1SC2=CC3=C(C=C2)C(=NN3)C=CC4=CC=CC=N4.